This data is from Reaction yield outcomes from USPTO patents with 853,638 reactions. The task is: Predict the reaction yield, written as a fraction of the theoretical maximum amount of product (1.0 means a 100% yield; for example, 0.34 means a 34% yield). (1) The catalyst is CN(C=O)C. The product is [Cl:1][C:2]1[CH:14]=[C:13]2[C:5]([C:6]3[C:7](=[O:22])[C:8]4[CH:20]=[CH:19][C:18]([O:21][CH2:24][CH2:25][N:26]([CH2:29][CH3:30])[CH2:27][CH3:28])=[CH:17][C:9]=4[C:10]([CH3:16])([CH3:15])[C:11]=3[NH:12]2)=[CH:4][CH:3]=1. The yield is 0.760. The reactants are [Cl:1][C:2]1[CH:14]=[C:13]2[C:5]([C:6]3[C:7](=[O:22])[C:8]4[CH:20]=[CH:19][C:18]([OH:21])=[CH:17][C:9]=4[C:10]([CH3:16])([CH3:15])[C:11]=3[NH:12]2)=[CH:4][CH:3]=1.Cl[CH2:24][CH2:25][N:26]([CH2:29][CH3:30])[CH2:27][CH3:28].C(=O)([O-])[O-].[Cs+].[Cs+].O. (2) The reactants are ClN1C(=O)CCC1=O.N1C=CC=CC=1.[CH3:15][C:16]1[CH:24]=[CH:23][C:19]([CH:20]=[N:21][OH:22])=[CH:18][CH:17]=1.[N+](C1C=C[C:31]([C:32]([O:34][CH:35]=CC(OC)=O)=[O:33])=[CH:30]C=1)([O-])=O.C(N(CC)CC)C.C(=O)([O-])O.[Na+]. The catalyst is C(Cl)(Cl)Cl. The product is [C:16]1([CH3:15])[CH:24]=[CH:23][C:19]([C:20]2[C:31]([C:32]([O:34][CH3:35])=[O:33])=[CH:30][O:22][N:21]=2)=[CH:18][CH:17]=1. The yield is 0.196. (3) The reactants are [NH2:1][C@:2]12[CH2:45][CH2:44][C@@H:43]([C:46]([CH3:48])=[CH2:47])[C@@H:3]1[C@@H:4]1[C@@:17]([CH3:20])([CH2:18][CH2:19]2)[C@@:16]2([CH3:21])[C@@H:7]([C@:8]3([CH3:42])[C@@H:13]([CH2:14][CH2:15]2)[C:12]([CH3:23])([CH3:22])[C:11]([C:24]2[CH2:29][CH2:28][C@@:27]([CH2:40][F:41])([C:30]([O:32][CH2:33][C:34]4[CH:39]=[CH:38][CH:37]=[CH:36][CH:35]=4)=[O:31])[CH2:26][CH:25]=2)=[CH:10][CH2:9]3)[CH2:6][CH2:5]1.[Cl:49][CH2:50][CH:51]=O.C(=O)(O)[O-].[Na+]. The catalyst is CO.C(O)(=O)C. The product is [Cl:49][CH2:50][CH2:51][NH:1][C@:2]12[CH2:45][CH2:44][C@@H:43]([C:46]([CH3:48])=[CH2:47])[C@@H:3]1[C@@H:4]1[C@@:17]([CH3:20])([CH2:18][CH2:19]2)[C@@:16]2([CH3:21])[C@@H:7]([C@:8]3([CH3:42])[C@@H:13]([CH2:14][CH2:15]2)[C:12]([CH3:22])([CH3:23])[C:11]([C:24]2[CH2:29][CH2:28][C@@:27]([CH2:40][F:41])([C:30]([O:32][CH2:33][C:34]4[CH:35]=[CH:36][CH:37]=[CH:38][CH:39]=4)=[O:31])[CH2:26][CH:25]=2)=[CH:10][CH2:9]3)[CH2:6][CH2:5]1. The yield is 0.520. (4) The product is [N+:12]([C:7]1[CH:8]=[CH:9][CH:10]=[CH:11][C:6]=1[CH2:5][OH:4])([O-:14])=[O:13]. The yield is 0.500. The catalyst is O. The reactants are C([O:4][CH2:5][C:6]1[CH:11]=[CH:10][CH:9]=[CH:8][C:7]=1[N+:12]([O-:14])=[O:13])(=O)C.[OH-].[K+].Cl. (5) The reactants are [CH3:1][O:2][N:3]=[CH:4][CH2:5][CH2:6][C:7]1[CH:12]=[CH:11][C:10]([F:13])=[CH:9][CH:8]=1.C([BH3-])#N.[Na+]. No catalyst specified. The product is [F:13][C:10]1[CH:9]=[CH:8][C:7]([CH2:6][CH2:5][CH2:4][NH:3][O:2][CH3:1])=[CH:12][CH:11]=1. The yield is 0.750. (6) The reactants are [C:1]([O:4][C@H:5]1[C@@H:9]([CH2:10]I)[O:8][C@@H:7]([N:12]2[CH:20]=[C:18]([CH3:19])[C:16](=[O:17])[NH:15][C:13]2=[O:14])[CH2:6]1)(=[O:3])[CH3:2].C1C=CC(P(C2C=CC=CC=2)C2C=CC=CC=2)=CC=1.CC(O)=O.N(C(OCC)=O)=NC(OCC)=O.C([O-])([O-])=O.[K+].[K+]. The catalyst is C1COCC1.CO. The product is [C:1]([O:4][C@H:5]1[C:9](=[CH2:10])[O:8][C@H:7]([N:12]2[CH:20]=[C:18]([CH3:19])[C:16](=[O:17])[NH:15][C:13]2=[O:14])[CH2:6]1)(=[O:3])[CH3:2]. The yield is 0.830. (7) The reactants are [Cl:1][C:2]1[CH:3]=[C:4]([CH:9]([C:24]([F:27])([F:26])[F:25])/[CH:10]=[CH:11]/[C:12]2[CH:13]=[CH:14][C:15]([N:19]3[CH:23]=[N:22][CH:21]=[N:20]3)=[C:16]([CH:18]=2)[NH2:17])[CH:5]=[C:6]([Cl:8])[CH:7]=1.[CH2:28](N(CC)CC)C.CI. The catalyst is C(Cl)Cl. The product is [Cl:1][C:2]1[CH:3]=[C:4]([CH:9]([C:24]([F:26])([F:25])[F:27])/[CH:10]=[CH:11]/[C:12]2[CH:13]=[CH:14][C:15]([N:19]3[CH:23]=[N:22][CH:21]=[N:20]3)=[C:16]([CH:18]=2)[NH:17][CH3:28])[CH:5]=[C:6]([Cl:8])[CH:7]=1. The yield is 0.700.